From a dataset of Full USPTO retrosynthesis dataset with 1.9M reactions from patents (1976-2016). Predict the reactants needed to synthesize the given product. (1) Given the product [Br:1][C:2]1[CH:24]=[N:23][C:5]2[N:6]([CH3:22])[C:7](=[O:21])[N:8]([CH2:11][CH2:12][CH2:13][O:14][CH:15]3[CH2:20][CH2:19][CH2:18][CH2:17][O:16]3)[C:9](=[O:10])[C:4]=2[C:3]=1[CH:25]([C:27]1[CH:28]=[CH:29][C:30]([Cl:33])=[CH:31][N:38]=1)[OH:26], predict the reactants needed to synthesize it. The reactants are: [Br:1][C:2]1[CH:24]=[N:23][C:5]2[N:6]([CH3:22])[C:7](=[O:21])[N:8]([CH2:11][CH2:12][CH2:13][O:14][CH:15]3[CH2:20][CH2:19][CH2:18][CH2:17][O:16]3)[C:9](=[O:10])[C:4]=2[C:3]=1[CH:25]([C:27]1C=[CH:31][C:30]([Cl:33])=[CH:29][CH:28]=1)[OH:26].[Li+].CC([N-:38]C(C)C)C.ClC1C=CC(C=O)=NC=1. (2) Given the product [Cl:1][C:3]([F:32])([F:2])[CH2:4][CH:5]1[CH2:6][N:7]([CH2:16][C:17]2[N:24]3[C:20]([S:21][C:22]([CH2:25][OH:26])=[N:23]3)=[N:19][C:18]=2[C:28]([F:31])([F:30])[F:29])[C:8](=[O:15])[NH:9]1, predict the reactants needed to synthesize it. The reactants are: [ClH:1].[F:2][C:3]([F:32])=[CH:4][CH:5]1[N:9](C(OCC)=O)[C:8](=[O:15])[N:7]([CH2:16][C:17]2[N:24]3[C:20]([S:21][C:22]([CH2:25][O:26]C)=[N:23]3)=[N:19][C:18]=2[C:28]([F:31])([F:30])[F:29])[CH2:6]1. (3) Given the product [F:5][CH:6]([F:15])[C:7]1[CH:8]=[C:9]([OH:10])[N:2]([CH3:1])[N:3]=1, predict the reactants needed to synthesize it. The reactants are: [CH3:1][NH:2][NH2:3].Cl.[F:5][CH:6]([F:15])[C:7](=O)[CH2:8][C:9](OCC)=[O:10]. (4) Given the product [CH:1]1([N:4]([CH2:27][C:28]2[CH:33]=[C:32]([CH2:34][CH2:35][CH2:36][O:37][CH3:38])[CH:31]=[C:30]([O:39][CH2:40][CH2:41][O:42][CH3:43])[CH:29]=2)[C:5]([CH:7]2[C:12]([OH:19])([C:13]3[CH:18]=[CH:17][CH:16]=[CH:15][CH:14]=3)[CH2:11][CH2:10][NH:9][CH2:8]2)=[O:6])[CH2:3][CH2:2]1, predict the reactants needed to synthesize it. The reactants are: [CH:1]1([N:4]([CH2:27][C:28]2[CH:33]=[C:32]([CH2:34][CH2:35][CH2:36][O:37][CH3:38])[CH:31]=[C:30]([O:39][CH2:40][CH2:41][O:42][CH3:43])[CH:29]=2)[C:5]([C@@H:7]2[C@@:12]([OH:19])([C:13]3[CH:18]=[CH:17][CH:16]=[CH:15][CH:14]=3)[CH2:11][CH2:10][N:9](C(OC(C)(C)C)=O)[CH2:8]2)=[O:6])[CH2:3][CH2:2]1.Cl. (5) The reactants are: [F:1][C:2]1[CH:3]=[CH:4][C:5]([C:12]2[C:13]([O:18][CH2:19][C:20]([CH3:23])([CH3:22])[CH3:21])=[N:14][CH:15]=[CH:16][CH:17]=2)=[C:6]2[C:10]=1[C@@H:9]([OH:11])[CH2:8][CH2:7]2.O[C:25]1[CH:38]=[CH:37][C:28]2[C@H:29]([CH2:32][C:33]([O:35][CH3:36])=[O:34])[CH2:30][O:31][C:27]=2[CH:26]=1.BrC1C=CC(F)=C2C=1CC[C@H]2OC1C=CC2[C@H](CC(OC)=O)COC=2C=1. Given the product [F:1][C:2]1[CH:3]=[CH:4][C:5]([C:12]2[C:13]([O:18][CH2:19][C:20]([CH3:23])([CH3:22])[CH3:21])=[N:14][CH:15]=[CH:16][CH:17]=2)=[C:6]2[C:10]=1[C@H:9]([O:11][C:25]1[CH:38]=[CH:37][C:28]3[C@H:29]([CH2:32][C:33]([O:35][CH3:36])=[O:34])[CH2:30][O:31][C:27]=3[CH:26]=1)[CH2:8][CH2:7]2, predict the reactants needed to synthesize it. (6) The reactants are: O.O.[Sn](Cl)Cl.[N+:6]([C:9]1[CH:14]=[CH:13][C:12]([C:15]2[NH:19][C:18](=[O:20])[O:17][N:16]=2)=[CH:11][CH:10]=1)([O-])=O.C(=O)(O)[O-].[Na+]. Given the product [NH2:6][C:9]1[CH:10]=[CH:11][C:12]([C:15]2[NH:19][C:18](=[O:20])[O:17][N:16]=2)=[CH:13][CH:14]=1, predict the reactants needed to synthesize it.